This data is from Full USPTO retrosynthesis dataset with 1.9M reactions from patents (1976-2016). The task is: Predict the reactants needed to synthesize the given product. (1) Given the product [CH:1]1([CH2:7][C@H:8]([CH2:12][C:13]([N:15]2[CH2:20][CH2:19][O:18][CH2:17][CH2:16]2)=[O:14])[C:9]([NH:21][C@H:22]([C:23]([C:25]2[O:29][N:28]=[C:27]([C:30]3[CH:35]=[CH:34][CH:33]=[CH:32][CH:31]=3)[N:26]=2)=[O:24])[CH2:36][CH3:37])=[O:11])[CH2:2][CH2:3][CH2:4][CH2:5][CH2:6]1, predict the reactants needed to synthesize it. The reactants are: [CH:1]1([CH2:7][C@H:8]([CH2:12][C:13]([N:15]2[CH2:20][CH2:19][O:18][CH2:17][CH2:16]2)=[O:14])[C:9]([OH:11])=O)[CH2:6][CH2:5][CH2:4][CH2:3][CH2:2]1.[NH2:21][CH:22]([CH2:36][CH3:37])[C@@H:23]([C:25]1[O:29][N:28]=[C:27]([C:30]2[CH:35]=[CH:34][CH:33]=[CH:32][CH:31]=2)[N:26]=1)[OH:24]. (2) Given the product [Cl:1][C:2]1[CH:3]=[C:4]([N:10]2[C:14]([CH3:15])=[C:13]([CH2:16][C:17]3[CH:18]=[CH:19][C:20]([C:21]([NH:27][CH2:28][C:29]4[CH:34]=[CH:33][N:32]=[CH:31][CH:30]=4)=[O:23])=[CH:24][CH:25]=3)[C:12]([CH3:26])=[N:11]2)[CH:5]=[CH:6][C:7]=1[C:8]#[N:9], predict the reactants needed to synthesize it. The reactants are: [Cl:1][C:2]1[CH:3]=[C:4]([N:10]2[C:14]([CH3:15])=[C:13]([CH2:16][C:17]3[CH:25]=[CH:24][C:20]([C:21]([OH:23])=O)=[CH:19][CH:18]=3)[C:12]([CH3:26])=[N:11]2)[CH:5]=[CH:6][C:7]=1[C:8]#[N:9].[NH2:27][CH2:28][C:29]1[CH:34]=[CH:33][N:32]=[CH:31][CH:30]=1.